Dataset: NCI-60 drug combinations with 297,098 pairs across 59 cell lines. Task: Regression. Given two drug SMILES strings and cell line genomic features, predict the synergy score measuring deviation from expected non-interaction effect. (1) Drug 1: CC1=C2C(C(=O)C3(C(CC4C(C3C(C(C2(C)C)(CC1OC(=O)C(C(C5=CC=CC=C5)NC(=O)C6=CC=CC=C6)O)O)OC(=O)C7=CC=CC=C7)(CO4)OC(=O)C)O)C)OC(=O)C. Drug 2: C(=O)(N)NO. Cell line: NCI-H522. Synergy scores: CSS=15.4, Synergy_ZIP=-2.41, Synergy_Bliss=-4.39, Synergy_Loewe=-47.7, Synergy_HSA=-3.88. (2) Drug 1: C1CN1C2=NC(=NC(=N2)N3CC3)N4CC4. Drug 2: CC1C(C(CC(O1)OC2CC(OC(C2O)C)OC3=CC4=CC5=C(C(=O)C(C(C5)C(C(=O)C(C(C)O)O)OC)OC6CC(C(C(O6)C)O)OC7CC(C(C(O7)C)O)OC8CC(C(C(O8)C)O)(C)O)C(=C4C(=C3C)O)O)O)O. Cell line: SN12C. Synergy scores: CSS=72.0, Synergy_ZIP=-2.32, Synergy_Bliss=-2.41, Synergy_Loewe=-0.878, Synergy_HSA=-0.228. (3) Drug 1: COC1=NC(=NC2=C1N=CN2C3C(C(C(O3)CO)O)O)N. Drug 2: CCN(CC)CCNC(=O)C1=C(NC(=C1C)C=C2C3=C(C=CC(=C3)F)NC2=O)C. Cell line: SNB-75. Synergy scores: CSS=-0.564, Synergy_ZIP=1.03, Synergy_Bliss=1.39, Synergy_Loewe=-0.699, Synergy_HSA=-0.885. (4) Drug 1: C1CNP(=O)(OC1)N(CCCl)CCCl. Drug 2: CC(C)CN1C=NC2=C1C3=CC=CC=C3N=C2N. Cell line: M14. Synergy scores: CSS=6.62, Synergy_ZIP=-2.08, Synergy_Bliss=0.502, Synergy_Loewe=1.44, Synergy_HSA=-0.566. (5) Drug 1: C1=CC(=CC=C1C#N)C(C2=CC=C(C=C2)C#N)N3C=NC=N3. Drug 2: C1C(C(OC1N2C=NC(=NC2=O)N)CO)O. Cell line: SNB-75. Synergy scores: CSS=-0.895, Synergy_ZIP=-1.82, Synergy_Bliss=-3.55, Synergy_Loewe=-3.96, Synergy_HSA=-3.80. (6) Drug 1: C1=CN(C(=O)N=C1N)C2C(C(C(O2)CO)O)O.Cl. Drug 2: CC12CCC3C(C1CCC2O)C(CC4=C3C=CC(=C4)O)CCCCCCCCCS(=O)CCCC(C(F)(F)F)(F)F. Cell line: DU-145. Synergy scores: CSS=38.0, Synergy_ZIP=-6.47, Synergy_Bliss=-0.933, Synergy_Loewe=-28.2, Synergy_HSA=-1.20. (7) Drug 1: CC1CCC2CC(C(=CC=CC=CC(CC(C(=O)C(C(C(=CC(C(=O)CC(OC(=O)C3CCCCN3C(=O)C(=O)C1(O2)O)C(C)CC4CCC(C(C4)OC)OCCO)C)C)O)OC)C)C)C)OC. Drug 2: CCN(CC)CCNC(=O)C1=C(NC(=C1C)C=C2C3=C(C=CC(=C3)F)NC2=O)C. Cell line: SF-268. Synergy scores: CSS=-0.943, Synergy_ZIP=-1.01, Synergy_Bliss=1.56, Synergy_Loewe=-3.21, Synergy_HSA=-2.82.